From a dataset of Forward reaction prediction with 1.9M reactions from USPTO patents (1976-2016). Predict the product of the given reaction. (1) Given the reactants [NH2:1][C:2]1[N:10]=[CH:9][C:8]([Br:11])=[CH:7][C:3]=1[C:4](O)=[O:5].CCN=C=NCCCN(C)C.Cl.C1C=CC2N(O)N=NC=2C=1.C(N(C(C)C)CC)(C)C.Cl.[CH3:44][O:45][NH:46][CH3:47], predict the reaction product. The product is: [NH2:1][C:2]1[N:10]=[CH:9][C:8]([Br:11])=[CH:7][C:3]=1[C:4]([N:46]([O:45][CH3:44])[CH3:47])=[O:5]. (2) Given the reactants [NH:1]1[CH:5]=[C:4]([CH2:6][N:7]2[C:15]3[C:10](=[C:11]([NH:16][C:17]([C:19]4[N:23]5[CH:24]=[CH:25][CH:26]=[CH:27][C:22]5=[N:21][CH:20]=4)=[O:18])[CH:12]=[CH:13][CH:14]=3)[C:9]([CH2:28][CH3:29])=[N:8]2)[CH:3]=[N:2]1.Br[CH2:31][CH:32]1[CH2:34][CH2:33]1.O.[OH-].[Cs+].[ClH:38], predict the reaction product. The product is: [ClH:38].[ClH:38].[CH:32]1([CH2:31][N:1]2[CH:5]=[C:4]([CH2:6][N:7]3[C:15]4[C:10](=[C:11]([NH:16][C:17]([C:19]5[N:23]6[CH:24]=[CH:25][CH:26]=[CH:27][C:22]6=[N:21][CH:20]=5)=[O:18])[CH:12]=[CH:13][CH:14]=4)[C:9]([CH2:28][CH3:29])=[N:8]3)[CH:3]=[N:2]2)[CH2:34][CH2:33]1. (3) Given the reactants [CH:1]1([N:6]2[C:10]3[N:11]=[C:12]([NH:15][C:16]4[CH:24]=[CH:23][C:19]([C:20](O)=[O:21])=[CH:18][N:17]=4)[N:13]=[CH:14][C:9]=3[CH:8]=[C:7]2[C:25](=[O:29])[N:26]([CH3:28])[CH3:27])[CH2:5][CH2:4][CH2:3][CH2:2]1.[Li+].[Cl-].[C@@H:32]12[NH:47][C@@H:36]([CH2:37][N:38]([C:40]([O:42][C:43]([CH3:46])([CH3:45])[CH3:44])=[O:41])[CH2:39]1)[CH2:35][O:34][CH2:33]2, predict the reaction product. The product is: [CH:1]1([N:6]2[C:10]3[N:11]=[C:12]([NH:15][C:16]4[CH:24]=[CH:23][C:19]([C:20]([N:47]5[C@H:32]6[CH2:39][N:38]([C:40]([O:42][C:43]([CH3:44])([CH3:46])[CH3:45])=[O:41])[CH2:37][C@@H:36]5[CH2:35][O:34][CH2:33]6)=[O:21])=[CH:18][N:17]=4)[N:13]=[CH:14][C:9]=3[CH:8]=[C:7]2[C:25](=[O:29])[N:26]([CH3:27])[CH3:28])[CH2:2][CH2:3][CH2:4][CH2:5]1. (4) Given the reactants [CH3:1][C:2]1[CH:3]=[C:4]([CH:7]=[CH:8][C:9]=1[N:10]1[CH2:15][CH2:14][CH:13]([CH2:16][N:17]2[CH2:21][CH2:20][CH2:19][CH2:18]2)[CH2:12][CH2:11]1)[CH:5]=O.[CH:22]([N:25]1[CH2:30][CH2:29][NH:28][CH2:27][CH2:26]1)([CH3:24])[CH3:23], predict the reaction product. The product is: [CH:22]([N:25]1[CH2:30][CH2:29][N:28]([CH2:5][C:4]2[CH:7]=[CH:8][C:9]([N:10]3[CH2:15][CH2:14][CH:13]([CH2:16][N:17]4[CH2:21][CH2:20][CH2:19][CH2:18]4)[CH2:12][CH2:11]3)=[C:2]([CH3:1])[CH:3]=2)[CH2:27][CH2:26]1)([CH3:24])[CH3:23]. (5) Given the reactants [F:1][C:2]([F:19])([F:18])[C:3]([NH:5][C@H:6]1[C:15]2[C:10](=[CH:11][C:12]([CH2:16][OH:17])=[CH:13][CH:14]=2)[CH2:9][CH2:8][CH2:7]1)=[O:4].[C:20](OC(=O)C)(=[O:22])[CH3:21].C(N(CC)CC)C, predict the reaction product. The product is: [C:20]([O:17][CH2:16][C:12]1[CH:13]=[CH:14][C:15]2[C@H:6]([NH:5][C:3](=[O:4])[C:2]([F:18])([F:19])[F:1])[CH2:7][CH2:8][CH2:9][C:10]=2[CH:11]=1)(=[O:22])[CH3:21]. (6) Given the reactants [S:1]1[CH:5]=[CH:4][N:3]=[C:2]1[C:6]1([OH:16])[CH2:15][CH2:14][C:9]2(OCC[O:10]2)[CH2:8][CH2:7]1.C([O-])([O-])=O.[Na+].[Na+], predict the reaction product. The product is: [OH:16][C:6]1([C:2]2[S:1][CH:5]=[CH:4][N:3]=2)[CH2:15][CH2:14][C:9](=[O:10])[CH2:8][CH2:7]1. (7) Given the reactants [CH2:1]([SH:3])[CH3:2].[S:4]1[CH:8]=[CH:7][CH:6]=[C:5]1[C:9]#[N:10].[ClH:11].C(OCC)C, predict the reaction product. The product is: [ClH:11].[CH2:1]([S:3][C:9]([C:5]1[S:4][CH:8]=[CH:7][CH:6]=1)=[NH:10])[CH3:2]. (8) Given the reactants [Br:1][C:2]1[CH:11]=[CH:10][C:9]2[N:8]=[CH:7][C:6]3[NH:12][C:13](=[O:26])[N:14]([C:15]4[CH:20]=[CH:19][C:18]([C:21]([CH3:25])([CH3:24])[C:22]#[N:23])=[CH:17][CH:16]=4)[C:5]=3[C:4]=2[CH:3]=1.C(N(CC)CC)C.[S:34]1[CH:38]=[CH:37][CH:36]=[C:35]1[S:39](Cl)(=[O:41])=[O:40].O, predict the reaction product. The product is: [Br:1][C:2]1[CH:11]=[CH:10][C:9]2[N:8]=[CH:7][C:6]3[N:12]([S:39]([C:35]4[S:34][CH:38]=[CH:37][CH:36]=4)(=[O:41])=[O:40])[C:13](=[O:26])[N:14]([C:15]4[CH:20]=[CH:19][C:18]([C:21]([CH3:24])([CH3:25])[C:22]#[N:23])=[CH:17][CH:16]=4)[C:5]=3[C:4]=2[CH:3]=1. (9) Given the reactants C(OC([N:8]1[CH2:13][CH:12]=[C:11]([C:14]2[C:22]3[C:17](=[CH:18][CH:19]=[C:20]([NH:23][C:24]4[N:29]=[C:28]([NH:30][CH2:31][C:32]5[CH:37]=[CH:36][C:35]([C:38]([F:41])([F:40])[F:39])=[CH:34][CH:33]=5)[C:27]([Br:42])=[CH:26][N:25]=4)[CH:21]=3)[NH:16][CH:15]=2)[CH2:10][CH2:9]1)=O)(C)(C)C.FC(F)(F)C(O)=O, predict the reaction product. The product is: [Br:42][C:27]1[C:28]([NH:30][CH2:31][C:32]2[CH:37]=[CH:36][C:35]([C:38]([F:41])([F:39])[F:40])=[CH:34][CH:33]=2)=[N:29][C:24]([NH:23][C:20]2[CH:21]=[C:22]3[C:17](=[CH:18][CH:19]=2)[NH:16][CH:15]=[C:14]3[C:11]2[CH2:12][CH2:13][NH:8][CH2:9][CH:10]=2)=[N:25][CH:26]=1. (10) Given the reactants S(Cl)(Cl)=O.[CH3:5][C:6]1[N:11]=[CH:10][C:9]([CH2:12][OH:13])=[CH:8][CH:7]=1.[C:14]1(O)[CH:19]=[CH:18][CH:17]=[CH:16][CH:15]=1.C(=O)([O-])[O-].[K+].[K+], predict the reaction product. The product is: [CH3:5][C:6]1[CH:7]=[CH:8][C:9]([CH2:12][O:13][C:14]2[CH:19]=[CH:18][CH:17]=[CH:16][CH:15]=2)=[CH:10][N:11]=1.